Dataset: Full USPTO retrosynthesis dataset with 1.9M reactions from patents (1976-2016). Task: Predict the reactants needed to synthesize the given product. (1) Given the product [CH3:3][C:4]1([C:9]2[CH:13]=[C:12]([CH2:14][N:15]3[N:19]=[C:18]([NH2:20])[CH:17]=[N:16]3)[O:11][N:10]=2)[O:5][CH2:6][CH2:7][O:8]1, predict the reactants needed to synthesize it. The reactants are: N#N.[CH3:3][C:4]1([C:9]2[CH:13]=[C:12]([CH2:14][N:15]3[N:19]=[C:18]([N+:20]([O-])=O)[CH:17]=[N:16]3)[O:11][N:10]=2)[O:8][CH2:7][CH2:6][O:5]1.[NH4+].[Cl-]. (2) The reactants are: C1(C)C=CC=CC=1.[CH3:8][C:9]1[CH:22]=[C:21]([C:23]([C:25]([F:28])([F:27])[F:26])=[CH2:24])[CH:20]=[CH:19][C:10]=1[NH:11][C:12](=[O:18])[O:13][C:14]([CH3:17])([CH3:16])[CH3:15].[CH2:29]([N+:36]#[C-:37])[C:30]1[CH:35]=[CH:34][CH:33]=[CH:32][CH:31]=1. Given the product [CH3:8][C:9]1[CH:22]=[C:21]([C:23]2([C:25]([F:26])([F:27])[F:28])[CH:37]=[N:36][CH:29]([C:30]3[CH:35]=[CH:34][CH:33]=[CH:32][CH:31]=3)[CH2:24]2)[CH:20]=[CH:19][C:10]=1[NH:11][C:12](=[O:18])[O:13][C:14]([CH3:17])([CH3:15])[CH3:16], predict the reactants needed to synthesize it.